This data is from NCI-60 drug combinations with 297,098 pairs across 59 cell lines. The task is: Regression. Given two drug SMILES strings and cell line genomic features, predict the synergy score measuring deviation from expected non-interaction effect. (1) Drug 1: C1=CC(=CC=C1CC(C(=O)O)N)N(CCCl)CCCl.Cl. Drug 2: CCC1(C2=C(COC1=O)C(=O)N3CC4=CC5=C(C=CC(=C5CN(C)C)O)N=C4C3=C2)O.Cl. Cell line: OVCAR3. Synergy scores: CSS=45.9, Synergy_ZIP=0.836, Synergy_Bliss=7.62, Synergy_Loewe=-17.8, Synergy_HSA=8.06. (2) Drug 1: CC1=C2C(C(=O)C3(C(CC4C(C3C(C(C2(C)C)(CC1OC(=O)C(C(C5=CC=CC=C5)NC(=O)OC(C)(C)C)O)O)OC(=O)C6=CC=CC=C6)(CO4)OC(=O)C)OC)C)OC. Drug 2: CC12CCC(CC1=CCC3C2CCC4(C3CC=C4C5=CN=CC=C5)C)O. Synergy scores: CSS=36.8, Synergy_ZIP=2.05, Synergy_Bliss=0.499, Synergy_Loewe=-8.76, Synergy_HSA=2.00. Cell line: MDA-MB-231. (3) Synergy scores: CSS=11.0, Synergy_ZIP=-8.66, Synergy_Bliss=-4.00, Synergy_Loewe=-18.5, Synergy_HSA=-4.02. Drug 1: C1C(C(OC1N2C=C(C(=O)NC2=O)F)CO)O. Drug 2: CC12CCC3C(C1CCC2OP(=O)(O)O)CCC4=C3C=CC(=C4)OC(=O)N(CCCl)CCCl.[Na+]. Cell line: SNB-19. (4) Drug 1: CC1C(C(CC(O1)OC2CC(CC3=C2C(=C4C(=C3O)C(=O)C5=C(C4=O)C(=CC=C5)OC)O)(C(=O)CO)O)N)O.Cl. Drug 2: CC(CN1CC(=O)NC(=O)C1)N2CC(=O)NC(=O)C2. Cell line: SW-620. Synergy scores: CSS=9.47, Synergy_ZIP=8.15, Synergy_Bliss=11.1, Synergy_Loewe=8.77, Synergy_HSA=7.91. (5) Drug 1: C1CN1C2=NC(=NC(=N2)N3CC3)N4CC4. Drug 2: CC(C)(C#N)C1=CC(=CC(=C1)CN2C=NC=N2)C(C)(C)C#N. Cell line: MALME-3M. Synergy scores: CSS=1.81, Synergy_ZIP=1.00, Synergy_Bliss=8.17, Synergy_Loewe=-1.12, Synergy_HSA=0.178. (6) Drug 1: C1=CC(=CC=C1C#N)C(C2=CC=C(C=C2)C#N)N3C=NC=N3. Drug 2: CS(=O)(=O)CCNCC1=CC=C(O1)C2=CC3=C(C=C2)N=CN=C3NC4=CC(=C(C=C4)OCC5=CC(=CC=C5)F)Cl. Cell line: NCIH23. Synergy scores: CSS=5.27, Synergy_ZIP=-1.19, Synergy_Bliss=0.632, Synergy_Loewe=-2.76, Synergy_HSA=-1.25. (7) Drug 1: C1CCN(CC1)CCOC2=CC=C(C=C2)C(=O)C3=C(SC4=C3C=CC(=C4)O)C5=CC=C(C=C5)O. Drug 2: CC(C1=C(C=CC(=C1Cl)F)Cl)OC2=C(N=CC(=C2)C3=CN(N=C3)C4CCNCC4)N. Cell line: UACC-257. Synergy scores: CSS=-0.166, Synergy_ZIP=0.990, Synergy_Bliss=1.84, Synergy_Loewe=-0.589, Synergy_HSA=-0.167. (8) Drug 1: CC12CCC3C(C1CCC2O)C(CC4=C3C=CC(=C4)O)CCCCCCCCCS(=O)CCCC(C(F)(F)F)(F)F. Drug 2: C1C(C(OC1N2C=NC(=NC2=O)N)CO)O. Cell line: NCI-H522. Synergy scores: CSS=11.7, Synergy_ZIP=-3.23, Synergy_Bliss=-4.38, Synergy_Loewe=-14.6, Synergy_HSA=-3.76.